Predict the product of the given reaction. From a dataset of Forward reaction prediction with 1.9M reactions from USPTO patents (1976-2016). Given the reactants [CH2:1]([O:5][C:6]1[C:15]2[C:10](=[CH:11][CH:12]=[C:13]([C:16]3[S:17][C:18]([C:22](O)=[O:23])=[C:19]([CH3:21])[N:20]=3)[CH:14]=2)[C:9](=[O:25])[N:8]([CH2:26][CH:27]([CH3:29])[CH3:28])[C:7]=1[CH2:30][NH:31][C:32]([O:34][C:35]([CH3:38])([CH3:37])[CH3:36])=[O:33])[CH2:2][CH2:3][CH3:4].Cl.C[N:41](C)CCCN=C=N.[NH4+].ON1C2C=CC=CC=2N=N1.O, predict the reaction product. The product is: [NH2:41][C:22]([C:18]1[S:17][C:16]([C:13]2[CH:14]=[C:15]3[C:10](=[CH:11][CH:12]=2)[C:9](=[O:25])[N:8]([CH2:26][CH:27]([CH3:29])[CH3:28])[C:7]([CH2:30][NH:31][C:32](=[O:33])[O:34][C:35]([CH3:38])([CH3:37])[CH3:36])=[C:6]3[O:5][CH2:1][CH2:2][CH2:3][CH3:4])=[N:20][C:19]=1[CH3:21])=[O:23].